From a dataset of Experimentally validated miRNA-target interactions with 360,000+ pairs, plus equal number of negative samples. Binary Classification. Given a miRNA mature sequence and a target amino acid sequence, predict their likelihood of interaction. (1) The miRNA is hsa-miR-6827-3p with sequence ACCGUCUCUUCUGUUCCCCAG. The protein sequence of the target gene is MAAAGPRRSVRGAVCLHLLLTLVIFSRAGEACKKVILNVPSKLEADKIIGRVNLEECFRSADLIRSSDPDFRVLNDGSVYTARAVALSDKKRSFTIWLSDKRKQTQKEVTVLLEHQKKVSKTRHTRETVLRRAKRRWAPIPCSMQENSLGPFPLFLQQVESDAAQNYTVFYSISGRGVDKEPLNLFYIERDTGNLFCTRPVDREEYDVFDLIAYASTADGYSADLPLPLPIRVEDENDNHPVFTEAIYNFEVLESSRPGTTVGVVCATDRDEPDTMHTRLKYSILQQTPRSPGLFSVHPS.... Result: 1 (interaction). (2) The miRNA is hsa-miR-592 with sequence UUGUGUCAAUAUGCGAUGAUGU. The protein sequence of the target gene is MGRLNEQRLFQPDLCDVDLVLVPQRSVFPAHKGVLAAYSQFFHSLFTQNKQLQRVELSLEALAPGGLQQILNFIYTSKLLVNAANVHEVLSAASLLQMADIAASCQELLDARSLGPPGPGTVALAQPAASCTPAAPPYYCDIKQEADTPGLPKIYAREGPDPYSVRVEDGAGTAGGTVPATIGPAQPFFKEEKEGGVEEAGGPPASLCKLEGGEELEEELGGSGTYSRREQSQIIVEVNLNNQTLHVSTGPEGKPGAGPSPATVVLGREDGLQRHSDEEEEDDEEEEEEEEEEEGGGSGR.... Result: 0 (no interaction). (3) The miRNA is rno-miR-29b-1-5p with sequence UUUCAUAUGGUGGUUUAGAUUU. The protein sequence of the target gene is MKDCSNGCSAECTGEGGSKEVVGTFKAKDLIVTPATILKEKPDPNNLVFGTVFTDHMLTVEWSSEFGWEKPHIKPLQNLSLHPGSSALHYAVELFEGLKAFRGVDNKIRLFQPNLNMDRMYRSAVRATLPVFDKEELLECIQQLVKLDQEWVPYSTSASLYIRPTFIGTEPSLGVKKPTKALLFVLLSPVGPYFSSGTFNPVSLWANPKYVRAWKGGTGDCKMGGNYGSSLFAQCEAVDNGCQQVLWLYGEDHQITEVGTMNLFLYWINEDGEEELATPPLDGIILPGVTRRCILDLAHQ.... Result: 0 (no interaction). (4) The miRNA is hsa-miR-8485 with sequence CACACACACACACACACGUAU. The protein sequence of the target gene is MANDIDELIGIPFPNHSSEVLCSLNEQRHDGLLCDVLLVVQEQEYRTHRSVLAACSKYFKKLFTAGTLASQPYVYEIDFVQPEALAAILEFAYTSTLTITAGNVKHILNAARMLEIQCIVNVCLEIMEPGGDGGEEDDKEDDDDDEDDDDEEDEEEEEEEEEDDDDDTEDFADQENLPDPQDISCHQSPSKTDHLTEKAYSDTPRDFPDSFQAGSPGHLGVIRDFSIESLLRENLYPKANIPDRRPSLSPFAPDFFPHLWPGDFGAFAQLPEQPMDSGPLDLVIKNRKIKEEEKEELPPP.... Result: 1 (interaction). (5) The miRNA is hsa-miR-3190-5p with sequence UCUGGCCAGCUACGUCCCCA. The protein sequence of the target gene is MDNQAERESEAGVGLQRDEDDAPLCEDVELQDGDLSPEEKIFLREFPRLKEDLKGNIDKLRALADDIDKTHKKFTKANMVATSTAVISGVMSLLGLALAPATGGGSLLLSTAGQGLATAAGVTSIVSGTLERSKNKEAQARAEDILPTYDQEDREDEEEKADYVTAAGKIIYNLRNTLKYAKKNVRAFWKLRANPRLANATKRLLTTGQVSSRSRVQVQKAFAGTTLAMTKNARVLGGVMSAFSLGYDLATLSKEWKHLKEGARTKFAEELRAKALELERKLTELTQLYKSLQQKVRSRA.... Result: 1 (interaction). (6) The miRNA is hsa-miR-4516 with sequence GGGAGAAGGGUCGGGGC. The protein sequence of the target gene is MGDVLSTHLDDARRQHIAEKTGKILTEFLQFYEDQYGVALFNSMRHEIEGTGLPQAQLLWRKVPLDERIVFSGNLFQHQEDSKKWRNRFSLVPHNYGLVLYENKAAYERQVPPRAVINSAGYKILTSVDQYLELIGNSLPGTTAKSGSAPILKCPTQFPLILWHPYARHYYFCMMTEAEQDKWQAVLQDCIRHCNNGIPEDSKVEGPAFTDAIRMYRQSKELYGTWEMLCGNEVQILSNLVMEELGPELKAELGPRLKGKPQERQRQWIQISDAVYHMVYEQAKARFEEVLSKVQQVQPA.... Result: 1 (interaction).